Dataset: Peptide-MHC class II binding affinity with 134,281 pairs from IEDB. Task: Regression. Given a peptide amino acid sequence and an MHC pseudo amino acid sequence, predict their binding affinity value. This is MHC class II binding data. The peptide sequence is MPPELNTARLMAGAG. The MHC is DRB1_0404 with pseudo-sequence DRB1_0404. The binding affinity (normalized) is 0.141.